From a dataset of Forward reaction prediction with 1.9M reactions from USPTO patents (1976-2016). Predict the product of the given reaction. (1) Given the reactants Br[C:2]1[CH:7]=[CH:6][C:5]([C:8]([F:11])([F:10])[F:9])=[CH:4][CH:3]=1.[Mg].[Cl:13][C:14]1[CH:25]=[CH:24][C:17]([C:18](N(OC)C)=[O:19])=[CH:16][N:15]=1.[Cl-].[NH4+], predict the reaction product. The product is: [Cl:13][C:14]1[N:15]=[CH:16][C:17]([C:18]([C:2]2[CH:7]=[CH:6][C:5]([C:8]([F:11])([F:10])[F:9])=[CH:4][CH:3]=2)=[O:19])=[CH:24][CH:25]=1. (2) The product is: [NH2:1][C:2]1[N:7]=[C:6]([C:8]2[CH:16]=[CH:15][C:11]3[O:12][CH2:13][O:14][C:10]=3[CH:9]=2)[C:5]([C:17]#[N:18])=[C:4]([NH:28][CH2:21][C:22]2[CH:27]=[CH:26][CH:25]=[CH:24][CH:23]=2)[N:3]=1. Given the reactants [NH2:1][C:2]1[N:7]=[C:6]([C:8]2[CH:16]=[CH:15][C:11]3[O:12][CH2:13][O:14][C:10]=3[CH:9]=2)[C:5]([C:17]#[N:18])=[C:4](SC)[N:3]=1.[CH2:21]([NH2:28])[C:22]1[CH:27]=[CH:26][CH:25]=[CH:24][CH:23]=1, predict the reaction product. (3) Given the reactants [Cl-].[Li+].[CH3:3][Mg]Cl.[CH3:6]/[C:7](=[CH:22]\[CH2:23][CH3:24])/[C:8]([N:10]1[C@@H:14]([C:15]2[CH:20]=[CH:19][CH:18]=[CH:17][CH:16]=2)[CH2:13][O:12][C:11]1=[O:21])=[O:9], predict the reaction product. The product is: [CH3:6][C@H:7]([C@H:22]([CH3:3])[CH2:23][CH3:24])[C:8]([N:10]1[C@@H:14]([C:15]2[CH:20]=[CH:19][CH:18]=[CH:17][CH:16]=2)[CH2:13][O:12][C:11]1=[O:21])=[O:9]. (4) The product is: [CH2:3]([O:5][C:6]([C:8]1[S:24][C:11]2=[N:12][C:13]([O:16][CH2:17][C:18]3[CH:23]=[CH:22][CH:21]=[CH:20][CH:19]=3)=[CH:14][CH:15]=[C:10]2[C:9]=1[O:25][CH2:27][C:28]([O:30][C:31]([CH3:34])([CH3:33])[CH3:32])=[O:29])=[O:7])[CH3:4]. Given the reactants [H-].[Na+].[CH2:3]([O:5][C:6]([C:8]1[S:24][C:11]2=[N:12][C:13]([O:16][CH2:17][C:18]3[CH:23]=[CH:22][CH:21]=[CH:20][CH:19]=3)=[CH:14][CH:15]=[C:10]2[C:9]=1[OH:25])=[O:7])[CH3:4].Br[CH2:27][C:28]([O:30][C:31]([CH3:34])([CH3:33])[CH3:32])=[O:29], predict the reaction product.